From a dataset of Forward reaction prediction with 1.9M reactions from USPTO patents (1976-2016). Predict the product of the given reaction. (1) Given the reactants [Cl:1][C:2]1[CH:3]=[CH:4][C:5]2[NH:11][C:10](=[O:12])[C@@H:9]([CH2:13][C:14]([OH:16])=[O:15])[S:8][C@H:7]([C:17]3[CH:22]=[CH:21][CH:20]=[C:19]([O:23][CH3:24])[CH:18]=3)[C:6]=2[CH:25]=1.I[CH:27]([CH3:29])[CH3:28].C(=O)([O-])[O-].[K+].[K+], predict the reaction product. The product is: [Cl:1][C:2]1[CH:3]=[CH:4][C:5]2[NH:11][C:10](=[O:12])[C@@H:9]([CH2:13][C:14]([O:16][CH:27]([CH3:29])[CH3:28])=[O:15])[S:8][C@H:7]([C:17]3[CH:22]=[CH:21][CH:20]=[C:19]([O:23][CH3:24])[CH:18]=3)[C:6]=2[CH:25]=1. (2) Given the reactants [Cl:1][C:2]1[CH:9]=[C:8]([NH:10][CH2:11][CH3:12])[C:5]([CH:6]=O)=[CH:4][N:3]=1.[Cl:13][C:14]1[C:15]([F:27])=[C:16]([CH2:21][C:22]([O:24]CC)=O)[C:17]([F:20])=[CH:18][CH:19]=1.C([O-])([O-])=O.[K+].[K+], predict the reaction product. The product is: [Cl:1][C:2]1[CH:9]=[C:8]2[C:5]([CH:6]=[C:21]([C:16]3[C:17]([F:20])=[CH:18][CH:19]=[C:14]([Cl:13])[C:15]=3[F:27])[C:22](=[O:24])[N:10]2[CH2:11][CH3:12])=[CH:4][N:3]=1. (3) The product is: [C:29]([CH2:28][O:27][C:23]1[CH:22]=[C:21]([CH:26]=[CH:25][CH:24]=1)[C:20]([C:9]1[C:10]2[C:15](=[CH:14][C:13]([O:16][CH3:17])=[C:12]([O:18][CH3:19])[CH:11]=2)[C:6]([C:4]([OH:5])=[O:3])=[CH:7][N:8]=1)=[O:32])([OH:31])=[O:30]. Given the reactants C([O:3][C:4]([C:6]1[C:15]2[C:10](=[CH:11][C:12]([O:18][CH3:19])=[C:13]([O:16][CH3:17])[CH:14]=2)[C:9]([C:20](=[O:32])[C:21]2[CH:26]=[CH:25][CH:24]=[C:23]([O:27][CH2:28][C:29]([OH:31])=[O:30])[CH:22]=2)=[N:8][CH:7]=1)=[O:5])C.[OH-].[Li+], predict the reaction product.